Dataset: Forward reaction prediction with 1.9M reactions from USPTO patents (1976-2016). Task: Predict the product of the given reaction. (1) Given the reactants [F:1][C:2]([F:16])([F:15])[C:3]1[CH:14]=[CH:13][C:6]([CH2:7][CH:8]([C:11]#[N:12])[C:9]#[N:10])=[CH:5][CH:4]=1.[H-].[Na+].I[CH2:20][CH2:21][C:22]([F:28])([F:27])[C:23]([F:26])([F:25])[F:24], predict the reaction product. The product is: [F:27][C:22]([F:28])([C:23]([F:26])([F:25])[F:24])[CH2:21][CH2:20][C:8]([CH2:7][C:6]1[CH:5]=[CH:4][C:3]([C:2]([F:15])([F:16])[F:1])=[CH:14][CH:13]=1)([C:11]#[N:12])[C:9]#[N:10]. (2) Given the reactants [F:1][C:2]([F:13])([F:12])[C:3]1[CH:8]=[CH:7][N:6]=[CH:5][C:4]=1[C:9]([OH:11])=O.CN(C=O)C.[CH3:19][O:20][C:21]1[CH:26]=[C:25]([O:27][CH3:28])[N:24]=[C:23]([CH2:29][NH2:30])[N:22]=1.C(N(CC)CC)C, predict the reaction product. The product is: [CH3:19][O:20][C:21]1[CH:26]=[C:25]([O:27][CH3:28])[N:24]=[C:23]([CH2:29][NH:30][C:9](=[O:11])[C:4]2[C:3]([C:2]([F:1])([F:13])[F:12])=[CH:8][CH:7]=[N:6][CH:5]=2)[N:22]=1. (3) Given the reactants [NH2:1][C@H:2]1[CH2:7][CH2:6][C@H:5]([C:8]2[N:13]=[CH:12][C:11]([OH:14])=[CH:10][CH:9]=2)[CH2:4][CH2:3]1.[C:15]1([S:21][CH2:22][C:23](O)=[O:24])[CH:20]=[CH:19][CH:18]=[CH:17][CH:16]=1, predict the reaction product. The product is: [OH:14][C:11]1[CH:10]=[CH:9][C:8]([C@H:5]2[CH2:4][CH2:3][C@H:2]([NH:1][C:23](=[O:24])[CH2:22][S:21][C:15]3[CH:20]=[CH:19][CH:18]=[CH:17][CH:16]=3)[CH2:7][CH2:6]2)=[N:13][CH:12]=1. (4) Given the reactants [F:1][C:2]1[CH:3]=[C:4]([C:9]([CH3:14])([CH3:13])[C:10]([OH:12])=[O:11])[CH:5]=[C:6]([F:8])[CH:7]=1.C(Cl)(=O)C(Cl)=O.[CH3:21][C:22]([CH3:25])([O-])[CH3:23].[K+], predict the reaction product. The product is: [F:1][C:2]1[CH:3]=[C:4]([C:9]([CH3:14])([CH3:13])[C:10]([O:12][C:22]([CH3:25])([CH3:23])[CH3:21])=[O:11])[CH:5]=[C:6]([F:8])[CH:7]=1. (5) Given the reactants Br[CH2:2][C:3]1[CH:8]=[CH:7][CH:6]=[C:5](I)[CH:4]=1.[CH3:10][C:11]([CH3:27])([CH3:26])[CH2:12][N:13]1[C:21]2[C:16](=[C:17]([CH2:23][CH2:24][CH3:25])[C:18]([OH:22])=[CH:19][CH:20]=2)[CH:15]=[CH:14]1.N1C2C(=CC=CC=2)C=C1.[CH3:37][Sn:38]([CH3:44])([CH3:43])[Sn:38]([CH3:44])([CH3:43])[CH3:37], predict the reaction product. The product is: [CH3:10][C:11]([CH3:26])([CH3:27])[CH2:12][N:13]1[C:21]2[C:16](=[C:17]([CH2:23][CH2:24][CH3:25])[C:18]([O:22][CH2:2][C:3]3[CH:8]=[CH:7][CH:6]=[C:5]([Sn:38]([CH3:44])([CH3:43])[CH3:37])[CH:4]=3)=[CH:19][CH:20]=2)[CH:15]=[CH:14]1.